This data is from Forward reaction prediction with 1.9M reactions from USPTO patents (1976-2016). The task is: Predict the product of the given reaction. (1) The product is: [CH3:1][Si:2]([CH3:7])([C:3]([CH3:6])([CH3:5])[CH3:4])[O:14][CH:15]([C:26]1[S:41][C:29]2[N:30]([CH2:37][CH:38]([CH3:39])[CH3:40])[C:31](=[O:36])[N:32]([CH3:35])[C:33](=[O:34])[C:28]=2[CH:27]=1)[C:16]1[C:25]2[C:20](=[CH:21][CH:22]=[CH:23][CH:24]=2)[CH:19]=[CH:18][CH:17]=1. Given the reactants [CH3:1][Si:2](Cl)([CH3:7])[C:3]([CH3:6])([CH3:5])[CH3:4].N1C=CN=C1.[OH:14][CH:15]([C:26]1[S:41][C:29]2[N:30]([CH2:37][CH:38]([CH3:40])[CH3:39])[C:31](=[O:36])[N:32]([CH3:35])[C:33](=[O:34])[C:28]=2[CH:27]=1)[C:16]1[C:25]2[C:20](=[CH:21][CH:22]=[CH:23][CH:24]=2)[CH:19]=[CH:18][CH:17]=1, predict the reaction product. (2) Given the reactants C([O:8][C:9]1[CH:14]=[CH:13][C:12]([C:15]([C:17]2[C:22](F)=[CH:21][C:20]([F:24])=[CH:19][N:18]=2)=O)=[CH:11][CH:10]=1)C1C=CC=CC=1.[CH2:25]([NH:27][NH2:28])[CH3:26].CC(O)C, predict the reaction product. The product is: [CH2:25]([N:27]1[C:22]2[C:17](=[N:18][CH:19]=[C:20]([F:24])[CH:21]=2)[C:15]([C:12]2[CH:11]=[CH:10][C:9]([OH:8])=[CH:14][CH:13]=2)=[N:28]1)[CH3:26]. (3) The product is: [C:23]([C:27]1[CH:28]=[C:29]([NH:33][C:34]([NH:19][C:18]2[CH:20]=[CH:21][CH:22]=[C:16]([S:15][C:6]3[C:5]4[C:10](=[CH:11][C:12]([O:13][CH3:14])=[C:3]([O:2][CH3:1])[CH:4]=4)[N:9]=[CH:8][N:7]=3)[CH:17]=2)=[O:35])[CH:30]=[CH:31][CH:32]=1)([CH3:26])([CH3:24])[CH3:25]. Given the reactants [CH3:1][O:2][C:3]1[CH:4]=[C:5]2[C:10](=[CH:11][C:12]=1[O:13][CH3:14])[N:9]=[CH:8][N:7]=[C:6]2[S:15][C:16]1[CH:17]=[C:18]([CH:20]=[CH:21][CH:22]=1)[NH2:19].[C:23]([C:27]1[CH:28]=[C:29]([NH:33][C:34](=O)[O:35]C2C=CC=CC=2)[CH:30]=[CH:31][CH:32]=1)([CH3:26])([CH3:25])[CH3:24], predict the reaction product. (4) Given the reactants [CH2:1]([C:9]1[CH:13]=[CH:12][S:11][CH:10]=1)[CH2:2][CH2:3][CH2:4][CH2:5][CH2:6][CH2:7][CH3:8].C1C(=O)N([Br:21])C(=O)C1.O, predict the reaction product. The product is: [Br:21][C:10]1[S:11][CH:12]=[CH:13][C:9]=1[CH2:1][CH2:2][CH2:3][CH2:4][CH2:5][CH2:6][CH2:7][CH3:8].